Dataset: Forward reaction prediction with 1.9M reactions from USPTO patents (1976-2016). Task: Predict the product of the given reaction. (1) Given the reactants [Cl:1][C:2]1[CH:3]=[CH:4][C:5]([C:8]([OH:10])=O)=[N:6][CH:7]=1.Cl.[NH2:12][C:13]1[CH:14]=[CH:15][C:16]([F:28])=[C:17]([C@@:19]2([CH3:27])[NH:25][C:24](=[O:26])[CH2:23][CH2:22][O:21][CH2:20]2)[CH:18]=1, predict the reaction product. The product is: [F:28][C:16]1[CH:15]=[CH:14][C:13]([NH:12][C:8]([C:5]2[CH:4]=[CH:3][C:2]([Cl:1])=[CH:7][N:6]=2)=[O:10])=[CH:18][C:17]=1[C@@:19]1([CH3:27])[NH:25][C:24](=[O:26])[CH2:23][CH2:22][O:21][CH2:20]1. (2) Given the reactants C(OC([N:8]1[C:17]2[C:12](=[CH:13][CH:14]=[CH:15][CH:16]=2)[N:11]([C:18]2[CH:23]=[CH:22][C:21]([N:24]3[CH2:29][CH2:28][N:27]([S:30]([CH:33]4[CH2:35][CH2:34]4)(=[O:32])=[O:31])[CH2:26][CH2:25]3)=[CH:20][N:19]=2)[CH2:10][CH2:9]1)=O)(C)(C)C.Cl, predict the reaction product. The product is: [CH:33]1([S:30]([N:27]2[CH2:26][CH2:25][N:24]([C:21]3[CH:22]=[CH:23][C:18]([N:11]4[C:12]5[C:17](=[CH:16][CH:15]=[CH:14][CH:13]=5)[NH:8][CH2:9][CH2:10]4)=[N:19][CH:20]=3)[CH2:29][CH2:28]2)(=[O:32])=[O:31])[CH2:35][CH2:34]1. (3) Given the reactants C([Li])CCC.[Br:6][C:7]1[CH:12]=[C:11]([CH3:13])[C:10](Br)=[CH:9][N:8]=1.[F:15][C:16]1[CH:23]=[CH:22][C:21]([F:24])=[CH:20][C:17]=1[CH:18]=[O:19].[Cl-].[NH4+], predict the reaction product. The product is: [Br:6][C:7]1[N:8]=[CH:9][C:10]([CH:18]([C:17]2[CH:20]=[C:21]([F:24])[CH:22]=[CH:23][C:16]=2[F:15])[OH:19])=[C:11]([CH3:13])[CH:12]=1.